Task: Binary Classification. Given a T-cell receptor sequence (or CDR3 region) and an epitope sequence, predict whether binding occurs between them.. Dataset: TCR-epitope binding with 47,182 pairs between 192 epitopes and 23,139 TCRs (1) The epitope is EILDITPCSF. The TCR CDR3 sequence is CASSVDEGNTGELFF. Result: 0 (the TCR does not bind to the epitope). (2) The TCR CDR3 sequence is CASSDDRGPYEQYF. The epitope is KLVALGINAV. Result: 1 (the TCR binds to the epitope).